From a dataset of Full USPTO retrosynthesis dataset with 1.9M reactions from patents (1976-2016). Predict the reactants needed to synthesize the given product. (1) Given the product [Cl:27][C:23]1[C:22]([NH:8][C@@H:9]2[C@@H:14]3[CH2:15][C@@H:11]([CH:12]=[CH:13]3)[C@@H:10]2[C:16]([NH2:18])=[O:17])=[N:21][C:20]([NH:7][C:5]2[C:4]([CH3:29])=[N:3][N:2]([CH3:1])[CH:6]=2)=[N:25][CH:24]=1, predict the reactants needed to synthesize it. The reactants are: [CH3:1][N:2]1[CH:6]=[C:5]([NH2:7])[CH:4]=[N:3]1.[NH2:8][C@@H:9]1[C@@H:14]2[CH2:15][C@@H:11]([CH:12]=[CH:13]2)[C@@H:10]1[C:16]([NH2:18])=[O:17].Cl[C:20]1[N:25]=[C:24](Cl)[C:23]([Cl:27])=[CH:22][N:21]=1.Cl[C:29]1N=C(Cl)C(F)=CN=1. (2) Given the product [CH3:1][C:2]1[C:8](=[O:9])[NH:7][C:5](=[O:6])[N:4]([C@@H:10]2[O:14][C@H:13]([CH2:15][OH:16])[C@@H:12]([N:17]=[N+:18]=[N-:19])[CH2:11]2)[CH:3]=1.[C:20]([OH:25])(=[O:6])[CH2:21][C:22]([OH:23])=[O:27], predict the reactants needed to synthesize it. The reactants are: [CH3:1][C:2]1[C:8](=[O:9])[NH:7][C:5](=[O:6])[N:4]([C@@H:10]2[O:14][C@H:13]([CH2:15][OH:16])[C@@H:12]([N:17]=[N+:18]=[N-:19])[CH2:11]2)[CH:3]=1.[C:20](Cl)(=[O:25])[CH2:21][C:22](Cl)=[O:23].[OH2:27]. (3) Given the product [C:5]1([CH:3]([O:4][C:16](=[O:18])[CH3:17])[C:2](=[O:24])[CH3:15])[C:14]2[C:9](=[CH:10][CH:11]=[CH:12][CH:13]=2)[CH:8]=[CH:7][CH:6]=1.[CH3:15][CH:2]([O:19][C:16](=[O:18])[CH3:17])[C:3]([C:5]1[C:14]2[C:9](=[CH:10][CH:11]=[CH:12][CH:13]=2)[CH:8]=[CH:7][CH:6]=1)=[O:4], predict the reactants needed to synthesize it. The reactants are: Br[CH:2]([CH3:15])[C:3]([C:5]1[C:14]2[C:9](=[CH:10][CH:11]=[CH:12][CH:13]=2)[CH:8]=[CH:7][CH:6]=1)=[O:4].[C:16]([O-:19])(=[O:18])[CH3:17].[Na+].CN(C)C=[O:24]. (4) The reactants are: [Br:1][C:2]1[CH:11]=[CH:10][C:5]2[N:6]=[C:7](Cl)[S:8][C:4]=2[CH:3]=1.[Br-].[CH:13]1([Zn+])[CH2:15][CH2:14]1. Given the product [Br:1][C:2]1[CH:11]=[CH:10][C:5]2[N:6]=[C:7]([CH:13]3[CH2:15][CH2:14]3)[S:8][C:4]=2[CH:3]=1, predict the reactants needed to synthesize it. (5) Given the product [F:10][C:9]([F:12])([F:11])[C:7]1[CH:6]=[C:5]([C@H:13]2[O:17][C:16](=[O:18])[N:15]([CH2:19][C:20]3[C:21]([NH:30][CH:31]4[CH2:36][CH2:35][S:34](=[O:42])[CH:33]([CH2:37][CH3:38])[CH2:32]4)=[N:22][CH:23]=[C:24]([C:26]([F:28])([F:29])[F:27])[CH:25]=3)[C@H:14]2[CH3:39])[CH:4]=[C:3]([C:2]([F:1])([F:40])[F:41])[CH:8]=1, predict the reactants needed to synthesize it. The reactants are: [F:1][C:2]([F:41])([F:40])[C:3]1[CH:4]=[C:5]([C@H:13]2[O:17][C:16](=[O:18])[N:15]([CH2:19][C:20]3[C:21]([NH:30][CH:31]4[CH2:36][CH2:35][S:34][CH:33]([CH2:37][CH3:38])[CH2:32]4)=[N:22][CH:23]=[C:24]([C:26]([F:29])([F:28])[F:27])[CH:25]=3)[C@H:14]2[CH3:39])[CH:6]=[C:7]([C:9]([F:12])([F:11])[F:10])[CH:8]=1.[OH:42]O.